Dataset: Full USPTO retrosynthesis dataset with 1.9M reactions from patents (1976-2016). Task: Predict the reactants needed to synthesize the given product. (1) Given the product [N+:19]([C:22]1[CH:27]=[CH:26][C:25]([C:12]([N:1]2[CH:5]=[CH:4][NH:3][C:2]2=[O:6])=[O:13])=[CH:24][CH:23]=1)([O-:21])=[O:20], predict the reactants needed to synthesize it. The reactants are: [NH:1]1[CH:5]=[CH:4][NH:3][C:2]1=[O:6].[N+](C1C=CC=CC=1[C:12](Cl)=[O:13])([O-])=O.[N+:19]([C:22]1[CH:27]=[CH:26][CH:25]=[CH:24][CH:23]=1)([O-:21])=[O:20]. (2) Given the product [CH2:1]([O:8][C:9]([N:11]1[CH2:16][CH2:15][CH2:14][C@H:13]([C:17]([Cl:30])=[O:19])[CH2:12]1)=[O:10])[C:2]1[CH:7]=[CH:6][CH:5]=[CH:4][CH:3]=1, predict the reactants needed to synthesize it. The reactants are: [CH2:1]([O:8][C:9]([N:11]1[CH2:16][CH2:15][CH2:14][C@H:13]([C:17]([OH:19])=O)[CH2:12]1)=[O:10])[C:2]1[CH:7]=[CH:6][CH:5]=[CH:4][CH:3]=1.CN(C=O)C.CO.C(Cl)(=O)C([Cl:30])=O. (3) Given the product [NH2:11][C:12]1[CH:25]=[CH:24][CH:23]=[CH:22][C:13]=1[CH:14]=[O:15].[NH2:1][CH2:2][C:3]([C:5]1[CH:10]=[CH:9][CH:8]=[CH:7][CH:6]=1)=[O:4], predict the reactants needed to synthesize it. The reactants are: [NH2:1][CH2:2][C:3]([C:5]1[CH:10]=[CH:9][CH:8]=[CH:7][CH:6]=1)=[O:4].[NH2:11][C:12]1[CH:25]=[CH:24][C:23]([N+]([O-])=O)=[CH:22][C:13]=1[C:14](C1C=CC=CC=1)=[O:15].